This data is from NCI-60 drug combinations with 297,098 pairs across 59 cell lines. The task is: Regression. Given two drug SMILES strings and cell line genomic features, predict the synergy score measuring deviation from expected non-interaction effect. (1) Drug 1: C1=CC=C(C=C1)NC(=O)CCCCCCC(=O)NO. Drug 2: C1CN(CCN1C(=O)CCBr)C(=O)CCBr. Cell line: OVCAR-4. Synergy scores: CSS=8.03, Synergy_ZIP=-4.41, Synergy_Bliss=-1.94, Synergy_Loewe=-2.47, Synergy_HSA=-1.61. (2) Drug 1: CC(C1=C(C=CC(=C1Cl)F)Cl)OC2=C(N=CC(=C2)C3=CN(N=C3)C4CCNCC4)N. Drug 2: C1CN(CCN1C(=O)CCBr)C(=O)CCBr. Cell line: SR. Synergy scores: CSS=79.1, Synergy_ZIP=0.731, Synergy_Bliss=-0.757, Synergy_Loewe=-3.79, Synergy_HSA=0.811.